Dataset: NCI-60 drug combinations with 297,098 pairs across 59 cell lines. Task: Regression. Given two drug SMILES strings and cell line genomic features, predict the synergy score measuring deviation from expected non-interaction effect. (1) Drug 1: C1CCC(CC1)NC(=O)N(CCCl)N=O. Drug 2: C(CCl)NC(=O)N(CCCl)N=O. Cell line: OVCAR-5. Synergy scores: CSS=9.82, Synergy_ZIP=-2.07, Synergy_Bliss=3.64, Synergy_Loewe=1.19, Synergy_HSA=1.39. (2) Drug 1: CC1CC(C(C(C=C(C(C(C=CC=C(C(=O)NC2=CC(=O)C(=C(C1)C2=O)OC)C)OC)OC(=O)N)C)C)O)OC. Drug 2: CC(C)(C#N)C1=CC=C(C=C1)N2C3=C4C=C(C=CC4=NC=C3N(C2=O)C)C5=CC6=CC=CC=C6N=C5. Cell line: HT29. Synergy scores: CSS=79.1, Synergy_ZIP=1.93, Synergy_Bliss=0.839, Synergy_Loewe=2.88, Synergy_HSA=6.17. (3) Drug 1: CC1=C(C(=CC=C1)Cl)NC(=O)C2=CN=C(S2)NC3=CC(=NC(=N3)C)N4CCN(CC4)CCO. Drug 2: C1CNP(=O)(OC1)N(CCCl)CCCl. Cell line: OVCAR3. Synergy scores: CSS=2.24, Synergy_ZIP=4.04, Synergy_Bliss=10.7, Synergy_Loewe=1.78, Synergy_HSA=6.87. (4) Drug 1: CC1CCC2CC(C(=CC=CC=CC(CC(C(=O)C(C(C(=CC(C(=O)CC(OC(=O)C3CCCCN3C(=O)C(=O)C1(O2)O)C(C)CC4CCC(C(C4)OC)O)C)C)O)OC)C)C)C)OC. Drug 2: CC1=C2C(C(=O)C3(C(CC4C(C3C(C(C2(C)C)(CC1OC(=O)C(C(C5=CC=CC=C5)NC(=O)OC(C)(C)C)O)O)OC(=O)C6=CC=CC=C6)(CO4)OC(=O)C)O)C)O. Cell line: 786-0. Synergy scores: CSS=10.3, Synergy_ZIP=3.37, Synergy_Bliss=5.58, Synergy_Loewe=2.10, Synergy_HSA=3.07. (5) Drug 1: CN1C(=O)N2C=NC(=C2N=N1)C(=O)N. Drug 2: CCN(CC)CCNC(=O)C1=C(NC(=C1C)C=C2C3=C(C=CC(=C3)F)NC2=O)C. Cell line: T-47D. Synergy scores: CSS=-2.27, Synergy_ZIP=1.25, Synergy_Bliss=-1.78, Synergy_Loewe=-5.19, Synergy_HSA=-5.47. (6) Drug 1: C1=C(C(=O)NC(=O)N1)N(CCCl)CCCl. Drug 2: CC1=C(C=C(C=C1)NC(=O)C2=CC=C(C=C2)CN3CCN(CC3)C)NC4=NC=CC(=N4)C5=CN=CC=C5. Cell line: NCI-H226. Synergy scores: CSS=16.9, Synergy_ZIP=-0.914, Synergy_Bliss=8.56, Synergy_Loewe=3.65, Synergy_HSA=7.12. (7) Drug 1: CC1=CC2C(CCC3(C2CCC3(C(=O)C)OC(=O)C)C)C4(C1=CC(=O)CC4)C. Drug 2: CC1=C(C(=CC=C1)Cl)NC(=O)C2=CN=C(S2)NC3=CC(=NC(=N3)C)N4CCN(CC4)CCO. Cell line: HCT-15. Synergy scores: CSS=15.5, Synergy_ZIP=2.04, Synergy_Bliss=1.83, Synergy_Loewe=-66.7, Synergy_HSA=2.30. (8) Drug 1: C1=NC2=C(N1)C(=S)N=C(N2)N. Drug 2: CC1=C(C(=CC=C1)Cl)NC(=O)C2=CN=C(S2)NC3=CC(=NC(=N3)C)N4CCN(CC4)CCO. Cell line: HCT116. Synergy scores: CSS=47.0, Synergy_ZIP=-3.86, Synergy_Bliss=-5.53, Synergy_Loewe=-2.48, Synergy_HSA=-1.62. (9) Drug 1: CN(C)C1=NC(=NC(=N1)N(C)C)N(C)C. Drug 2: CCCS(=O)(=O)NC1=C(C(=C(C=C1)F)C(=O)C2=CNC3=C2C=C(C=N3)C4=CC=C(C=C4)Cl)F. Cell line: SK-MEL-2. Synergy scores: CSS=-11.5, Synergy_ZIP=3.30, Synergy_Bliss=0.908, Synergy_Loewe=-4.99, Synergy_HSA=-3.77. (10) Drug 1: CC(C)(C#N)C1=CC(=CC(=C1)CN2C=NC=N2)C(C)(C)C#N. Drug 2: C1=NC2=C(N1)C(=S)N=CN2. Cell line: HS 578T. Synergy scores: CSS=34.3, Synergy_ZIP=-11.5, Synergy_Bliss=-3.54, Synergy_Loewe=-0.881, Synergy_HSA=-0.938.